Predict the product of the given reaction. From a dataset of Forward reaction prediction with 1.9M reactions from USPTO patents (1976-2016). (1) Given the reactants C(Br)C.[CH:4]([C@H:7]1[CH2:12][CH2:11][C@H:10]([C:13]([NH:15][C@@H:16]([CH2:20][C:21]2[CH:26]=[CH:25][C:24]([O:27][CH2:28][CH3:29])=[CH:23][CH:22]=2)[C:17]([OH:19])=[O:18])=[O:14])[CH2:9][CH2:8]1)([CH3:6])[CH3:5], predict the reaction product. The product is: [CH:4]([C@H:7]1[CH2:8][CH2:9][C@H:10]([C:13]([NH:15][C@H:16]([CH2:20][C:21]2[CH:26]=[CH:25][C:24]([O:27][CH2:28][CH3:29])=[CH:23][CH:22]=2)[C:17]([OH:19])=[O:18])=[O:14])[CH2:11][CH2:12]1)([CH3:6])[CH3:5]. (2) The product is: [CH2:24]([O:23][C:21](=[O:22])[CH:20]=[C:8]1[CH2:9][CH2:10][C:5]2([O:4][CH2:3][CH2:2][O:1]2)[CH2:6][CH2:7]1)[CH3:25]. Given the reactants [O:1]1[C:5]2([CH2:10][CH2:9][C:8](=O)[CH2:7][CH2:6]2)[O:4][CH2:3][CH2:2]1.C(OP([CH2:20][C:21]([O:23][CH2:24][CH3:25])=[O:22])(OCC)=O)C.C1(C)C=CC=CC=1.C(O)C.[O-]CC.[Na+], predict the reaction product. (3) Given the reactants [Cl:1][C:2]1[CH:7]=[CH:6][CH:5]=[C:4]([Cl:8])[C:3]=1[N:9]1[C:13]([CH2:14][OH:15])=[C:12]([CH:16]([CH3:18])[CH3:17])[N:11]=[N:10]1.CCN(CC)CC.[CH3:26][S:27](Cl)(=[O:29])=[O:28], predict the reaction product. The product is: [Cl:1][C:2]1[CH:7]=[CH:6][CH:5]=[C:4]([Cl:8])[C:3]=1[N:9]1[C:13]([CH2:14][O:15][S:27]([CH3:26])(=[O:29])=[O:28])=[C:12]([CH:16]([CH3:18])[CH3:17])[N:11]=[N:10]1. (4) Given the reactants [NH2:1][C:2]1[CH:7]=[CH:6][C:5]([C:8]([CH3:11])([CH3:10])[CH3:9])=[CH:4][C:3]=1[C:12]1[CH:17]=[CH:16][CH:15]=[C:14]([C:18]([CH3:21])([CH3:20])[CH3:19])[CH:13]=1.[CH:22](O)=[O:23], predict the reaction product. The product is: [CH:22]([NH:1][C:2]1[CH:7]=[CH:6][C:5]([C:8]([CH3:9])([CH3:10])[CH3:11])=[CH:4][C:3]=1[C:12]1[CH:17]=[CH:16][CH:15]=[C:14]([C:18]([CH3:21])([CH3:20])[CH3:19])[CH:13]=1)=[O:23]. (5) The product is: [F:1][C:2]1[CH:3]=[C:4]([C:25]2[C:26]([CH3:39])=[CH:27][C:28]([O:31][CH2:32][C:33]([CH3:37])([CH3:38])[C:34]([OH:36])=[O:35])=[N:29][CH:30]=2)[CH:5]=[CH:6][C:7]=1[C:8]1[NH:12][C:11]([C:13]([F:14])([F:16])[F:15])=[CH:10][N:9]=1. Given the reactants [F:1][C:2]1[CH:3]=[C:4]([C:25]2[C:26]([CH3:39])=[CH:27][C:28]([O:31][CH2:32][C:33]([CH3:38])([CH3:37])[C:34]([OH:36])=[O:35])=[N:29][CH:30]=2)[CH:5]=[CH:6][C:7]=1[C:8]1[N:9](COCC[Si](C)(C)C)[CH:10]=[C:11]([C:13]([F:16])([F:15])[F:14])[N:12]=1.[OH-].[Na+], predict the reaction product.